This data is from Retrosynthesis with 50K atom-mapped reactions and 10 reaction types from USPTO. The task is: Predict the reactants needed to synthesize the given product. Given the product CC(C)(C)[Si](OCc1cc(Cl)cc(Cn2c(-c3ccnn3C3CCCCO3)cc3nc(Cl)ccc32)c1)(c1ccccc1)c1ccccc1, predict the reactants needed to synthesize it. The reactants are: CC(C)(C)[Si](OCc1cc(Cl)cc(Cn2c(Br)cc3nc(Cl)ccc32)c1)(c1ccccc1)c1ccccc1.CC1(C)OB(c2ccnn2C2CCCCO2)OC1(C)C.